From a dataset of Full USPTO retrosynthesis dataset with 1.9M reactions from patents (1976-2016). Predict the reactants needed to synthesize the given product. Given the product [CH2:19]([O:18][C:16]([N:10]1[CH2:9][CH2:8][C:7]2[C:12](=[CH:13][CH:14]=[CH:15][C:6]=2[NH:5][C:4]([N:26]2[CH2:31][CH2:30][N:29]([C:32]3[N:33]=[CH:34][C:35]([C:38]([O-:40])=[O:39])=[N:36][CH:37]=3)[CH2:28][CH:27]2[CH:42]([CH3:44])[CH3:43])=[N:3][C:1]#[N:2])[CH2:11]1)=[O:17])[C:20]1[CH:21]=[CH:22][CH:23]=[CH:24][CH:25]=1.[Li+:46], predict the reactants needed to synthesize it. The reactants are: [C:1]([N:3]=[C:4]([N:26]1[CH2:31][CH2:30][N:29]([C:32]2[CH:37]=[N:36][C:35]([C:38]([O:40]C)=[O:39])=[CH:34][N:33]=2)[CH2:28][CH:27]1[CH:42]([CH3:44])[CH3:43])[NH:5][C:6]1[CH:15]=[CH:14][CH:13]=[C:12]2[C:7]=1[CH2:8][CH2:9][N:10]([C:16]([O:18][CH2:19][C:20]1[CH:25]=[CH:24][CH:23]=[CH:22][CH:21]=1)=[O:17])[CH2:11]2)#[N:2].[OH-].[Li+:46].